Dataset: Reaction yield outcomes from USPTO patents with 853,638 reactions. Task: Predict the reaction yield, written as a fraction of the theoretical maximum amount of product (1.0 means a 100% yield; for example, 0.34 means a 34% yield). The reactants are O1CCBN1.B.C1COCC1.[Cl:12][C:13]1[CH:14]=[C:15]([C:20](=[O:22])[CH3:21])[CH:16]=[C:17]([F:19])[CH:18]=1. The catalyst is O1CCCC1. The product is [Cl:12][C:13]1[CH:14]=[C:15]([C@@H:20]([OH:22])[CH3:21])[CH:16]=[C:17]([F:19])[CH:18]=1. The yield is 0.890.